The task is: Binary Classification. Given a drug SMILES string, predict its activity (active/inactive) in a high-throughput screening assay against a specified biological target.. This data is from Tyrosyl-DNA phosphodiesterase HTS with 341,365 compounds. (1) The molecule is Brc1ccc(C(=O)NNC2CC(=O)NC2=O)cc1. The result is 0 (inactive). (2) The compound is Clc1cc(n2ncc3c2ncnc3Nc2cc(OC)c(OC)cc2)c(cc1)C. The result is 0 (inactive). (3) The molecule is S(=O)(=O)(N(CC(=O)NCc1ccc(cc1)C)c1ccc(OCC)cc1)c1c([nH]c(=O)[nH]c1=O)C. The result is 0 (inactive). (4) The molecule is O1CCN(C(CNC(=O)C(=O)NC(C)C)c2cc3OCOc3cc2)CC1. The result is 0 (inactive). (5) The drug is s1c(C(Oc2ccc(/C=C(\c3[nH]c4c(n3)cccc4)C#N)cc2)=O)ccc1. The result is 0 (inactive). (6) The compound is S(c1ncccc1C(OCC(=O)N(CC(C)C)c1c(n(Cc2ccccc2)c(=O)[nH]c1=O)N)=O)C. The result is 0 (inactive). (7) The drug is Clc1c(c(NC(=O)Cn2nc(c3sc4c(c3c2=O)cccc4)C)ccc1)C. The result is 0 (inactive). (8) The molecule is O(CCC(OCC(=O)NC(=O)NC(C)C)=O)c1ccc(OC)cc1. The result is 0 (inactive). (9) The molecule is Clc1cc(S(=O)(=O)N(CC(=O)NCc2occc2)C)ccc1OC. The result is 0 (inactive).